Dataset: Catalyst prediction with 721,799 reactions and 888 catalyst types from USPTO. Task: Predict which catalyst facilitates the given reaction. (1) Reactant: [C:1]1([CH2:7][CH2:8][CH2:9][CH2:10][CH2:11][CH2:12][C:13]([C:15]2[N:20]=[N:19][C:18]([C:21]3[N:26]=[C:25]([C:27]([O:29]C)=[O:28])[CH:24]=[CH:23][CH:22]=3)=[CH:17][CH:16]=2)=[O:14])[CH:6]=[CH:5][CH:4]=[CH:3][CH:2]=1. Product: [C:1]1([CH2:7][CH2:8][CH2:9][CH2:10][CH2:11][CH2:12][C:13]([C:15]2[N:20]=[N:19][C:18]([C:21]3[N:26]=[C:25]([C:27]([OH:29])=[O:28])[CH:24]=[CH:23][CH:22]=3)=[CH:17][CH:16]=2)=[O:14])[CH:6]=[CH:5][CH:4]=[CH:3][CH:2]=1. The catalyst class is: 28. (2) Reactant: [CH3:1][Si:2]([C:5]#[C:6][C:7]1[CH:12]=[CH:11][C:10]([CH2:13][OH:14])=[CH:9][CH:8]=1)([CH3:4])[CH3:3].N1C=CN=C1.[CH3:20][C:21]([Si:24](Cl)([CH3:26])[CH3:25])([CH3:23])[CH3:22].S([O-])([O-])(=O)=O.[Mg+2]. Product: [C:21]([Si:24]([CH3:26])([CH3:25])[O:14][CH2:13][C:10]1[CH:9]=[CH:8][C:7]([C:6]#[C:5][Si:2]([CH3:3])([CH3:4])[CH3:1])=[CH:12][CH:11]=1)([CH3:23])([CH3:22])[CH3:20]. The catalyst class is: 1. (3) Reactant: [Cl:1][C:2]1[CH:7]=[N:6][C:5]2[N:8]([S:17]([C:20]3[CH:26]=[CH:25][C:23]([CH3:24])=[CH:22][CH:21]=3)(=[O:19])=[O:18])[C:9]([C:11]3[CH:12]=[N:13][N:14]([CH3:16])[CH:15]=3)=[CH:10][C:4]=2[C:3]=1/[C:27](=[N:29]/[O:30][C:31]([C:33]1([OH:37])[CH2:36][CH2:35][CH2:34]1)=O)/[NH2:28]. Product: [Cl:1][C:2]1[C:3]([C:27]2[N:28]=[C:31]([C:33]3([OH:37])[CH2:34][CH2:35][CH2:36]3)[O:30][N:29]=2)=[C:4]2[CH:10]=[C:9]([C:11]3[CH:12]=[N:13][N:14]([CH3:16])[CH:15]=3)[N:8]([S:17]([C:20]3[CH:21]=[CH:22][C:23]([CH3:24])=[CH:25][CH:26]=3)(=[O:18])=[O:19])[C:5]2=[N:6][CH:7]=1. The catalyst class is: 11. (4) Reactant: [F:1][C:2]([F:28])([F:27])[C:3]1([O:22][Si](C)(C)C)[C:15]2[NH:14][C:13]3[C:8](=[CH:9][C:10]([C:20]#[N:21])=[CH:11][C:12]=3[C:16]([F:19])([F:18])[F:17])[C:7]=2[CH2:6][CH2:5][CH2:4]1.[OH-].[K+]. Product: [OH:22][C:3]1([C:2]([F:28])([F:1])[F:27])[C:15]2[NH:14][C:13]3[C:8](=[CH:9][C:10]([C:20]#[N:21])=[CH:11][C:12]=3[C:16]([F:17])([F:18])[F:19])[C:7]=2[CH2:6][CH2:5][CH2:4]1. The catalyst class is: 20. (5) Reactant: C([N:8]1[CH2:16][CH2:15][CH:14]2[CH:10]([CH2:11][C:12]3[CH:19]=[CH:18][S:17][C:13]=32)[CH2:9]1)C1C=CC=CC=1.C([O-])([O-])=O.[K+].[K+].CC(Cl)OC(Cl)=O. Product: [CH:19]1[C:12]2[CH2:11][CH:10]3[CH:14]([C:13]=2[S:17][CH:18]=1)[CH2:15][CH2:16][NH:8][CH2:9]3. The catalyst class is: 68. (6) Reactant: [OH:1][C:2]1[CH:9]=[CH:8][C:7]([O:10][C:11]([F:14])([F:13])[F:12])=[CH:6][C:3]=1[CH:4]=[O:5].[CH3:15]N(C)C=O.C(=O)([O-])[O-].[K+].[K+].CI. Product: [CH3:15][O:1][C:2]1[CH:9]=[CH:8][C:7]([O:10][C:11]([F:12])([F:13])[F:14])=[CH:6][C:3]=1[CH:4]=[O:5]. The catalyst class is: 69. (7) Reactant: CC(C)([O-])C.[K+].[C:7]([O:11][C:12]([N:14]1[CH2:19][CH2:18][CH:17]([N:20]2[CH2:25][CH2:24][CH:23]([OH:26])[CH2:22][CH2:21]2)[CH2:16][CH2:15]1)=[O:13])([CH3:10])([CH3:9])[CH3:8].[Cl:27][C:28]1[CH:29]=[C:30](F)[CH:31]=[CH:32][C:33]=1[Cl:34].C([O-])(O)=O.[Na+]. Product: [C:7]([O:11][C:12]([N:14]1[CH2:19][CH2:18][CH:17]([N:20]2[CH2:21][CH2:22][CH:23]([O:26][C:31]3[CH:30]=[CH:29][C:28]([Cl:27])=[C:33]([Cl:34])[CH:32]=3)[CH2:24][CH2:25]2)[CH2:16][CH2:15]1)=[O:13])([CH3:10])([CH3:8])[CH3:9]. The catalyst class is: 76.